Dataset: Forward reaction prediction with 1.9M reactions from USPTO patents (1976-2016). Task: Predict the product of the given reaction. (1) Given the reactants [CH:1]([O:4][C:5]1[CH:6]=[C:7]([CH:11]=[C:12]([O:14][CH2:15][CH2:16][C:17]2[CH:21]=[CH:20][S:19][CH:18]=2)[CH:13]=1)[C:8]([OH:10])=O)([CH3:3])[CH3:2].C(Cl)(=O)C(Cl)=O.[C:28]([SiH2:32][O:33][C:34]([CH3:43])([CH3:42])[C:35]1[CH:36]=[CH:37][C:38]([NH2:41])=[N:39][CH:40]=1)([CH3:31])([CH3:30])[CH3:29].N1C=CC=CC=1, predict the reaction product. The product is: [C:28]([SiH2:32][O:33][C:34]([CH3:43])([CH3:42])[C:35]1[CH:36]=[CH:37][C:38]([NH:41][C:8](=[O:10])[C:7]2[CH:11]=[C:12]([O:14][CH2:15][CH2:16][C:17]3[CH:21]=[CH:20][S:19][CH:18]=3)[CH:13]=[C:5]([O:4][CH:1]([CH3:2])[CH3:3])[CH:6]=2)=[N:39][CH:40]=1)([CH3:31])([CH3:29])[CH3:30]. (2) Given the reactants [Al+3].[Cl-].[Cl-].[Cl-].[CH3:5][C:6]1[CH:7]=[CH:8][CH:9]=[CH:10][C:11]=1[CH3:12].Br[C:14]([CH3:19])([CH3:18])[C:15](Br)=[O:16], predict the reaction product. The product is: [CH3:18][CH:14]1[CH2:19][C:9]2[C:8](=[CH:7][C:6]([CH3:5])=[C:11]([CH3:12])[CH:10]=2)[C:15]1=[O:16]. (3) Given the reactants [NH2:1][C:2]1[CH:19]=[CH:18][C:5]([O:6][C:7]2[CH:12]=[CH:11][N:10]=[C:9]3[CH:13]=[C:14]([C:16]#[N:17])[S:15][C:8]=23)=[C:4]([F:20])[CH:3]=1.[F:21][C:22]1[CH:27]=[CH:26][C:25]([N:28]2[C:33](=[O:34])[C:32]([C:35](O)=[O:36])=[CH:31][CH:30]=[N:29]2)=[CH:24][CH:23]=1, predict the reaction product. The product is: [C:16]([C:14]1[S:15][C:8]2[C:9](=[N:10][CH:11]=[CH:12][C:7]=2[O:6][C:5]2[CH:18]=[CH:19][C:2]([NH:1][C:35]([C:32]3[C:33](=[O:34])[N:28]([C:25]4[CH:26]=[CH:27][C:22]([F:21])=[CH:23][CH:24]=4)[N:29]=[CH:30][CH:31]=3)=[O:36])=[CH:3][C:4]=2[F:20])[CH:13]=1)#[N:17]. (4) Given the reactants [F:1][C:2]1[CH:7]=[CH:6][C:5]([F:8])=[CH:4][C:3]=1[CH2:9][CH:10]([NH:12][C:13]1[CH:18]=[CH:17][NH:16][C:15](=[O:19])[C:14]=1[C:20]1[NH:36][C:23]2=[CH:24][C:25]3[C:26](=[O:35])[N:27]([CH:32]([CH3:34])[CH3:33])[C:28](=O)[C:29]=3[CH:30]=[C:22]2[N:21]=1)[CH3:11], predict the reaction product. The product is: [F:1][C:2]1[CH:7]=[CH:6][C:5]([F:8])=[CH:4][C:3]=1[CH2:9][CH:10]([NH:12][C:13]1[CH:18]=[CH:17][NH:16][C:15](=[O:19])[C:14]=1[C:20]1[NH:21][C:22]2=[CH:30][C:29]3[CH2:28][N:27]([CH:32]([CH3:34])[CH3:33])[C:26](=[O:35])[C:25]=3[CH:24]=[C:23]2[N:36]=1)[CH3:11]. (5) Given the reactants C([O:8][C:9]1[C:14]([CH2:15][CH3:16])=[CH:13][CH:12]=[CH:11][C:10]=1[CH2:17][C:18]([O:20][CH3:21])=[O:19])C1C=CC=CC=1, predict the reaction product. The product is: [CH2:15]([C:14]1[C:9]([OH:8])=[C:10]([CH2:17][C:18]([O:20][CH3:21])=[O:19])[CH:11]=[CH:12][CH:13]=1)[CH3:16]. (6) Given the reactants CO[C:3]([CH:5]1[CH2:10][CH2:9][CH2:8][CH2:7][CH2:6]1)=[O:4].[C:11](#[N:13])[CH3:12], predict the reaction product. The product is: [CH:5]1([C:3](=[O:4])[CH2:12][C:11]#[N:13])[CH2:10][CH2:9][CH2:8][CH2:7][CH2:6]1. (7) Given the reactants C(OC(OCC)[N:5]1[CH:9]=[CH:8][N:7]=[CH:6]1)C.C([Li])CCC.CON(C)[C:21]([CH:23]1[C:32]2[C:27](=[CH:28][CH:29]=[CH:30][CH:31]=2)[N:26]([S:33]([C:36]2[CH:41]=[CH:40][C:39]([CH3:42])=[CH:38][CH:37]=2)(=[O:35])=[O:34])[CH2:25][CH2:24]1)=[O:22], predict the reaction product. The product is: [NH:7]1[CH:8]=[CH:9][N:5]=[C:6]1[C:21]([CH:23]1[C:32]2[C:27](=[CH:28][CH:29]=[CH:30][CH:31]=2)[N:26]([S:33]([C:36]2[CH:37]=[CH:38][C:39]([CH3:42])=[CH:40][CH:41]=2)(=[O:35])=[O:34])[CH2:25][CH2:24]1)=[O:22]. (8) Given the reactants [OH:1][CH2:2][C@H:3]1[N:13]2[C:14]3[N:5]([C:6](=[O:16])[CH2:7][CH2:8][C:9]=3[CH:10]=[CH:11][C:12]2=[O:15])[CH2:4]1.CCN(CC)CC.[CH3:24][S:25](Cl)(=[O:27])=[O:26].C([O-])(O)=O.[Na+], predict the reaction product. The product is: [CH3:24][S:25]([O:1][CH2:2][C@H:3]1[N:13]2[C:14]3[N:5]([C:6](=[O:16])[CH2:7][CH2:8][C:9]=3[CH:10]=[CH:11][C:12]2=[O:15])[CH2:4]1)(=[O:27])=[O:26]. (9) The product is: [F:1][C:2]1[C:20]([F:21])=[CH:19][C:18]([I:22])=[CH:17][C:3]=1[C:4]([C:6](=[CH:12][NH:13][CH2:14][CH2:15][O:16][Si:28]([C:31]([CH3:34])([CH3:33])[CH3:32])([CH3:30])[CH3:29])[C:7]([O:9][CH2:10][CH3:11])=[O:8])=[O:5]. Given the reactants [F:1][C:2]1[C:20]([F:21])=[CH:19][C:18]([I:22])=[CH:17][C:3]=1[C:4]([C:6](=[CH:12][NH:13][CH2:14][CH2:15][OH:16])[C:7]([O:9][CH2:10][CH3:11])=[O:8])=[O:5].N1C=CN=C1.[Si:28](Cl)([C:31]([CH3:34])([CH3:33])[CH3:32])([CH3:30])[CH3:29].O, predict the reaction product.